This data is from Catalyst prediction with 721,799 reactions and 888 catalyst types from USPTO. The task is: Predict which catalyst facilitates the given reaction. (1) Reactant: [CH3:1][C:2]1[C:10]([O:11][C@@H:12]2[CH2:17][CH2:16][C@H:15]([N:18]3[C:26](=[O:27])[C:25]4[C:20](=[CH:21][CH:22]=[CH:23][CH:24]=4)[C:19]3=[O:28])[CH2:14][CH2:13]2)=[CH:9][CH:8]=[C:7]2[C:3]=1[CH:4]=[N:5][NH:6]2.[O:29]1[CH:34]=[CH:33][CH2:32][CH2:31][CH2:30]1.O.C1(C)C=CC(S(O)(=O)=O)=CC=1. Product: [CH3:1][C:2]1[C:10]([O:11][C@@H:12]2[CH2:17][CH2:16][C@H:15]([N:18]3[C:19](=[O:28])[C:20]4[C:25](=[CH:24][CH:23]=[CH:22][CH:21]=4)[C:26]3=[O:27])[CH2:14][CH2:13]2)=[CH:9][CH:8]=[C:7]2[C:3]=1[CH:4]=[N:5][N:6]2[CH:30]1[CH2:31][CH2:32][CH2:33][CH2:34][O:29]1. The catalyst class is: 7. (2) Reactant: [I:1][C:2]1[N:11]=[CH:10][C:9]2[CH2:8][CH2:7][C:6]3[C:12]([C:16]([O:18]CC)=[O:17])=[N:13][N:14]([CH3:15])[C:5]=3[C:4]=2[N:3]=1.[OH-].[K+:22]. Product: [I:1][C:2]1[N:11]=[CH:10][C:9]2[CH2:8][CH2:7][C:6]3[C:12]([C:16]([O-:18])=[O:17])=[N:13][N:14]([CH3:15])[C:5]=3[C:4]=2[N:3]=1.[K+:22]. The catalyst class is: 8. (3) Reactant: [BH4-].C([Na])#N.[N:5]1[CH:10]=[CH:9][CH:8]=[C:7]([C:11]2[C:12]3[CH:19]=[CH:18][C:17]([NH2:20])=[CH:16][C:13]=3[S:14][CH:15]=2)[CH:6]=1.[CH3:21][C:22]([CH3:24])=O.Cl.[OH-].[Na+]. Product: [CH:22]([NH:20][C:17]1[CH:18]=[CH:19][C:12]2[C:11]([C:7]3[CH:6]=[N:5][CH:10]=[CH:9][CH:8]=3)=[CH:15][S:14][C:13]=2[CH:16]=1)([CH3:24])[CH3:21]. The catalyst class is: 130. (4) Reactant: I[C:2]1[CH:3]=[CH:4][C:5]2[N:6]([N:8]=[CH:9][N:10]=2)[CH:7]=1.[C:11]([O-:14])(=[O:13])C.[Na+].ClCCl.[CH2:19](O)[CH3:20].[C]=O. Product: [CH2:19]([O:14][C:11]([C:2]1[CH:3]=[CH:4][C:5]2[N:6]([N:8]=[CH:9][N:10]=2)[CH:7]=1)=[O:13])[CH3:20]. The catalyst class is: 140. (5) Reactant: Br[Zn][CH2:3][C:4]([O:6][CH2:7][CH3:8])=[O:5].[Cl:9][C:10]1[C:11](=[O:18])[C:12]([Cl:17])=[CH:13][C:14](=[O:16])[CH:15]=1.Cl.C(OCC)(=O)C. Product: [Cl:9][C:10]1[C:11](=[O:18])[C:12]([Cl:17])=[CH:13][C:14]([CH2:3][C:4]([O:6][CH2:7][CH3:8])=[O:5])([OH:16])[CH:15]=1. The catalyst class is: 1. (6) Reactant: [I:1][C:2]1[CH:10]=[C:9]2[C:5]([CH:6]=[N:7][NH:8]2)=[CH:4][CH:3]=1.[H-].[Na+].Cl[CH:14]1[NH:19][C:18]([NH2:20])=[N:17][CH:16]=[C:15]1[N+:21]([O-:23])=[O:22]. Product: [I:1][C:2]1[CH:10]=[C:9]2[C:5]([CH:6]=[N:7][N:8]2[C:16]2[C:15]([N+:21]([O-:23])=[O:22])=[CH:14][N:19]=[C:18]([NH2:20])[N:17]=2)=[CH:4][CH:3]=1. The catalyst class is: 3. (7) Reactant: [CH2:1]([O:3][C:4](=O)[CH2:5][CH2:6][CH2:7]O)C.[CH2:10]1[CH2:15]O[CH:13]=[CH:12][CH2:11]1.CC1(C)C2([CH2:25][S:26]([OH:29])(=[O:28])=[O:27])C(CC1CC2)=O. Product: [CH2:5]1[CH2:4][O:3][CH:1]=[CH:7][CH2:6]1.[CH3:1][C:11]1[CH:12]=[CH:13][C:25]([S:26]([OH:29])(=[O:28])=[O:27])=[CH:15][CH:10]=1. The catalyst class is: 17. (8) Reactant: [NH2:1][C:2]1[N:6]([C:7]2[CH:8]=[C:9]3[C:13](=[CH:14][CH:15]=2)[N:12]([C:16]([O:18][C:19]([CH3:22])([CH3:21])[CH3:20])=[O:17])[N:11]=[CH:10]3)[N:5]=[C:4]([C:23]([CH3:26])([CH3:25])[CH3:24])[CH:3]=1.[OH-].[Na+].Cl[C:30]([O:32][C:33]([CH3:35])=[CH2:34])=[O:31]. Product: [C:23]([C:4]1[CH:3]=[C:2]([NH:1][C:30]([O:32][C:33]([CH3:35])=[CH2:34])=[O:31])[N:6]([C:7]2[CH:8]=[C:9]3[C:13](=[CH:14][CH:15]=2)[N:12]([C:16]([O:18][C:19]([CH3:20])([CH3:22])[CH3:21])=[O:17])[N:11]=[CH:10]3)[N:5]=1)([CH3:26])([CH3:25])[CH3:24]. The catalyst class is: 25. (9) Reactant: C([O:8][NH:9][C:10](=[O:36])[CH2:11][CH2:12][CH2:13][CH2:14][CH2:15][N:16]1[CH2:24][C:23]2[C:18](=[CH:19][CH:20]=[CH:21][C:22]=2[C:25]2[CH:30]=[CH:29][C:28]([O:31][CH3:32])=[CH:27][C:26]=2[O:33][CH3:34])[C:17]1=[O:35])C1C=CC=CC=1.[H][H]. Product: [CH3:34][O:33][C:26]1[CH:27]=[C:28]([O:31][CH3:32])[CH:29]=[CH:30][C:25]=1[C:22]1[CH:21]=[CH:20][CH:19]=[C:18]2[C:23]=1[CH2:24][N:16]([CH2:15][CH2:14][CH2:13][CH2:12][CH2:11][C:10]([NH:9][OH:8])=[O:36])[C:17]2=[O:35]. The catalyst class is: 515.